This data is from Catalyst prediction with 721,799 reactions and 888 catalyst types from USPTO. The task is: Predict which catalyst facilitates the given reaction. Reactant: CCCC[N+](CCCC)(CCCC)CCCC.[F-].C1COCC1.[C:24]([C:26]1[CH:27]=[C:28]2[N:34]=[C:33]([C:35]([C:38]3[C:46]([CH:47]4[CH2:49][CH2:48]4)=[CH:45][C:44]([CH3:50])=[C:43]4[C:39]=3[CH:40]=[CH:41][N:42]4C(OC(C)(C)C)=O)([OH:37])[CH3:36])[N:32](COCC[Si](C)(C)C)[C:29]2=[N:30][CH:31]=1)#[N:25].C(N)CN.C([O-])([O-])=O.[K+].[K+]. Product: [CH:47]1([C:46]2[C:38]([C:35]([C:33]3[NH:32][C:29]4=[N:30][CH:31]=[C:26]([C:24]#[N:25])[CH:27]=[C:28]4[N:34]=3)([OH:37])[CH3:36])=[C:39]3[C:43](=[C:44]([CH3:50])[CH:45]=2)[NH:42][CH:41]=[CH:40]3)[CH2:49][CH2:48]1. The catalyst class is: 6.